From a dataset of Full USPTO retrosynthesis dataset with 1.9M reactions from patents (1976-2016). Predict the reactants needed to synthesize the given product. (1) Given the product [CH3:1][N:2]([CH2:3][C:4]1[CH:5]=[CH:6][CH:7]=[C:8]2[C:12]=1[N:11]([CH3:13])[CH:10]=[CH:9]2)[C:30](=[O:31])/[CH:29]=[CH:28]/[C:25]1[CH:26]=[N:27][C:21]2[NH:20][C:19](=[O:33])[CH2:18][N:17]([CH3:16])[CH2:23][C:22]=2[CH:24]=1, predict the reactants needed to synthesize it. The reactants are: [CH3:1][NH:2][CH2:3][C:4]1[CH:5]=[CH:6][CH:7]=[C:8]2[C:12]=1[N:11]([CH3:13])[CH:10]=[CH:9]2.Cl.Cl.[CH3:16][N:17]1[CH2:23][C:22]2[CH:24]=[C:25](/[CH:28]=[CH:29]/[C:30](O)=[O:31])[CH:26]=[N:27][C:21]=2[NH:20][C:19](=[O:33])[CH2:18]1.C1C=CC2N(O)N=NC=2C=1.C(N(C(C)C)CC)(C)C.CCN=C=NCCCN(C)C.Cl. (2) Given the product [CH3:21][O:10][C:9](=[O:11])[C:8]1[CH:12]=[C:13]([N+:16]([O-:18])=[O:17])[CH:14]=[CH:15][C:7]=1[NH2:6], predict the reactants needed to synthesize it. The reactants are: S(=O)(=O)(O)O.[NH2:6][C:7]1[CH:15]=[CH:14][C:13]([N+:16]([O-:18])=[O:17])=[CH:12][C:8]=1[C:9]([O-:11])=[O:10].[K+].O.[C:21]([O-])([O-])=O.[Na+].[Na+]. (3) Given the product [CH3:1][O:2][C:3]([C:5]1([C:11]2[CH:16]=[CH:15][C:14]([NH:17][C:41]([C:30]3[N:31]([CH2:33][O:34][CH2:35][CH2:36][Si:37]([CH3:40])([CH3:39])[CH3:38])[CH:32]=[C:28]([C:26]#[N:27])[N:29]=3)=[O:42])=[C:13]([N:18]3[CH2:23][CH2:22][CH:21]([CH3:24])[CH2:20][CH2:19]3)[CH:12]=2)[CH2:10][CH2:9][O:8][CH2:7][CH2:6]1)=[O:4], predict the reactants needed to synthesize it. The reactants are: [CH3:1][O:2][C:3]([C:5]1([C:11]2[CH:16]=[CH:15][C:14]([NH2:17])=[C:13]([N:18]3[CH2:23][CH2:22][CH:21]([CH3:24])[CH2:20][CH2:19]3)[CH:12]=2)[CH2:10][CH2:9][O:8][CH2:7][CH2:6]1)=[O:4].[K+].[C:26]([C:28]1[N:29]=[C:30]([C:41]([O-])=[O:42])[N:31]([CH2:33][O:34][CH2:35][CH2:36][Si:37]([CH3:40])([CH3:39])[CH3:38])[CH:32]=1)#[N:27]. (4) Given the product [O:45]1[CH2:50][CH2:49][O:48][CH2:47][CH:46]1[C:51]1[C:59]2[S:58][C:57]([NH:60][C:4](=[O:6])[C:3]3[CH:7]=[CH:8][C:9]([F:11])=[CH:10][C:2]=3[F:1])=[N:56][C:55]=2[C:54]([O:61][CH3:62])=[CH:53][CH:52]=1, predict the reactants needed to synthesize it. The reactants are: [F:1][C:2]1[CH:10]=[C:9]([F:11])[CH:8]=[CH:7][C:3]=1[C:4]([OH:6])=O.CN(C(ON1N=NC2C=CC=NC1=2)=[N+](C)C)C.F[P-](F)(F)(F)(F)F.C(N(C(C)C)C(C)C)C.[O:45]1[CH2:50][CH2:49][O:48][CH2:47][CH:46]1[C:51]1[C:59]2[S:58][C:57]([NH2:60])=[N:56][C:55]=2[C:54]([O:61][CH3:62])=[CH:53][CH:52]=1. (5) Given the product [Cl:28][C:25]1[CH:26]=[CH:27][C:22]([C:20]2[C:19]3[CH:29]=[C:30]([O:33][CH3:34])[CH:31]=[CH:32][C:18]=3[N:17]3[C:35]([CH3:38])=[N:36][N:37]=[C:16]3[C@H:15]([CH2:14][C:13]([NH:12][CH2:11][CH2:10][NH:9][C:7](=[O:8])[CH2:6][NH:5][C:3](=[O:4])[CH2:2][NH:1][C:76](=[O:77])[CH2:75][C@@H:60]3[N:59]=[C:58]([C:55]4[CH:56]=[CH:57][C:52]([Cl:51])=[CH:53][CH:54]=4)[C:64]4[CH:65]=[C:66]([O:69][CH3:70])[CH:67]=[CH:68][C:63]=4[N:62]4[C:71]([CH3:74])=[N:72][N:73]=[C:61]34)=[O:39])[N:21]=2)=[CH:23][CH:24]=1, predict the reactants needed to synthesize it. The reactants are: [NH2:1][CH2:2][C:3]([NH:5][CH2:6][C:7]([NH:9][CH2:10][CH2:11][NH:12][C:13](=[O:39])[CH2:14][C@@H:15]1[N:21]=[C:20]([C:22]2[CH:27]=[CH:26][C:25]([Cl:28])=[CH:24][CH:23]=2)[C:19]2[CH:29]=[C:30]([O:33][CH3:34])[CH:31]=[CH:32][C:18]=2[N:17]2[C:35]([CH3:38])=[N:36][N:37]=[C:16]12)=[O:8])=[O:4].CCN=C=NCCCN(C)C.[Cl:51][C:52]1[CH:57]=[CH:56][C:55]([C:58]2[C:64]3[CH:65]=[C:66]([O:69][CH3:70])[CH:67]=[CH:68][C:63]=3[N:62]3[C:71]([CH3:74])=[N:72][N:73]=[C:61]3[C@H:60]([CH2:75][C:76](O)=[O:77])[N:59]=2)=[CH:54][CH:53]=1.C1C=CC2N(O)N=NC=2C=1.